This data is from Reaction yield outcomes from USPTO patents with 853,638 reactions. The task is: Predict the reaction yield, written as a fraction of the theoretical maximum amount of product (1.0 means a 100% yield; for example, 0.34 means a 34% yield). (1) The reactants are [C:1]([N:8]([CH2:10][C:11]([OH:13])=O)[CH3:9])([O:3][C:4]([CH3:7])([CH3:6])[CH3:5])=[O:2].C(N(CC)CC)C.ClC(OCC)=O.[CH3:27][C@@H:28]([NH:37][CH3:38])[C@H:29]([OH:36])[C:30]1[CH:35]=[CH:34][CH:33]=[CH:32][CH:31]=1. The catalyst is C1COCC1. The product is [OH:36][C@H:29]([C:30]1[CH:35]=[CH:34][CH:33]=[CH:32][CH:31]=1)[C@H:28]([N:37]([CH3:38])[C:11](=[O:13])[CH2:10][N:8]([CH3:9])[C:1](=[O:2])[O:3][C:4]([CH3:5])([CH3:6])[CH3:7])[CH3:27]. The yield is 0.412. (2) The reactants are Cl[CH2:2][C:3]([NH:5][C:6]1[CH:26]=[CH:25][C:9]2[N:10]=[C:11]([NH:14][CH:15]3[C:24]4[C:19](=[CH:20][CH:21]=[CH:22][CH:23]=4)[O:18][CH2:17][CH2:16]3)[O:12][CH2:13][C:8]=2[CH:7]=1)=[O:4].[NH:27]1[CH2:32][CH2:31][O:30][CH2:29][CH2:28]1. No catalyst specified. The product is [O:18]1[C:19]2[C:24](=[CH:23][CH:22]=[CH:21][CH:20]=2)[CH:15]([NH:14][C:11]2[O:12][CH2:13][C:8]3[CH:7]=[C:6]([NH:5][C:3](=[O:4])[CH2:2][N:27]4[CH2:32][CH2:31][O:30][CH2:29][CH2:28]4)[CH:26]=[CH:25][C:9]=3[N:10]=2)[CH2:16][CH2:17]1. The yield is 1.00. (3) The reactants are Br[C:2]1[S:19][C:5]2[CH2:6][N:7]([C:12]([O:14][C:15]([CH3:18])([CH3:17])[CH3:16])=[O:13])[CH2:8][CH:9]([CH3:11])[O:10][C:4]=2[C:3]=1[CH:20]([CH3:22])[CH3:21].[CH3:23]B(O)O.P([O-])([O-])([O-])=O.[K+].[K+].[K+].COCCOC. The product is [CH3:11][CH:9]1[CH2:8][N:7]([C:12]([O:14][C:15]([CH3:18])([CH3:17])[CH3:16])=[O:13])[CH2:6][C:5]2[S:19][C:2]([CH3:23])=[C:3]([CH:20]([CH3:22])[CH3:21])[C:4]=2[O:10]1. The catalyst is C1C=CC([P]([Pd]([P](C2C=CC=CC=2)(C2C=CC=CC=2)C2C=CC=CC=2)([P](C2C=CC=CC=2)(C2C=CC=CC=2)C2C=CC=CC=2)[P](C2C=CC=CC=2)(C2C=CC=CC=2)C2C=CC=CC=2)(C2C=CC=CC=2)C2C=CC=CC=2)=CC=1.O. The yield is 0.820. (4) The catalyst is COCCOC. The reactants are Br[C:2]1[CH:3]=[C:4]([C:9]2[N:10]=[C:11]([CH:21]([CH3:23])[CH3:22])[NH:12][C:13]=2[C:14]2[CH:19]=[CH:18][CH:17]=[C:16]([CH3:20])[N:15]=2)[CH:5]=[CH:6][C:7]=1[F:8].[C:24]([O:28][C:29]([N:31]1[CH:35]=[CH:34][CH:33]=[C:32]1B(O)O)=[O:30])([CH3:27])([CH3:26])[CH3:25].O. The product is [F:8][C:7]1[CH:6]=[CH:5][C:4]([C:9]2[N:10]=[C:11]([CH:21]([CH3:23])[CH3:22])[NH:12][C:13]=2[C:14]2[CH:19]=[CH:18][CH:17]=[C:16]([CH3:20])[N:15]=2)=[CH:3][C:2]=1[C:32]1[N:31]([C:29]([O:28][C:24]([CH3:27])([CH3:26])[CH3:25])=[O:30])[CH:35]=[CH:34][CH:33]=1. The yield is 0.530. (5) The reactants are [F:1][CH:2]([F:29])[O:3][C:4]1[CH:9]=[CH:8][C:7]([CH:10]([C:12]2([C:18]3[CH:23]=[CH:22][CH:21]=[C:20]([C:24]([F:27])([F:26])[F:25])[CH:19]=3)SCCCS2)[OH:11])=[CH:6][C:5]=1[CH3:28].C([OH:34])(C)(C)C.CC(OI1(OC(C)=O)(OC(C)=O)OC(=O)C2C=CC=CC1=2)=O.S([O-])([O-])(=O)=S.[Na+].[Na+]. The catalyst is ClCCl. The product is [F:1][CH:2]([F:29])[O:3][C:4]1[CH:9]=[CH:8][C:7]([C:10](=[O:11])[C:12]([C:18]2[CH:23]=[CH:22][CH:21]=[C:20]([C:24]([F:27])([F:26])[F:25])[CH:19]=2)=[O:34])=[CH:6][C:5]=1[CH3:28]. The yield is 0.690. (6) The reactants are [Cl:1][C:2]1[CH:7]=[CH:6][C:5]([CH3:8])=[CH:4][C:3]=1[OH:9].[CH3:10][Si](C=[N+]=[N-])(C)C. The catalyst is C(Cl)Cl.CO. The product is [CH3:10][O:9][C:3]1[CH:4]=[C:5]([CH3:8])[CH:6]=[CH:7][C:2]=1[Cl:1]. The yield is 0.550. (7) The reactants are CN(C)C=O.[CH3:6][C@@:7]1([CH2:10][N:11]2[CH:15]=[C:14]([N+:16]([O-:18])=[O:17])[N:13]=[C:12]2[S:19]([C:22]2[CH:27]=[CH:26][C:25]([N+:28]([O-:30])=[O:29])=[CH:24][CH:23]=2)(=[O:21])=[O:20])[CH2:9][O:8]1.[N:31]1([C:37]([O:39][CH2:40][CH:41]=[CH:42][C:43]2[CH:48]=[CH:47][C:46]([C:49]([F:52])([F:51])[F:50])=[CH:45][CH:44]=2)=[O:38])[CH2:36][CH2:35][NH:34][CH2:33][CH2:32]1.O. The catalyst is C(OCC)(=O)C. The product is [N+:16]([C:14]1[N:13]=[C:12]([S:19]([C:22]2[CH:23]=[CH:24][C:25]([N+:28]([O-:30])=[O:29])=[CH:26][CH:27]=2)(=[O:21])=[O:20])[N:11]([CH2:10][C@:7]([OH:8])([CH3:6])[CH2:9][N:34]2[CH2:33][CH2:32][N:31]([C:37]([O:39][CH2:40][CH:41]=[CH:42][C:43]3[CH:48]=[CH:47][C:46]([C:49]([F:51])([F:52])[F:50])=[CH:45][CH:44]=3)=[O:38])[CH2:36][CH2:35]2)[CH:15]=1)([O-:18])=[O:17]. The yield is 0.670.